This data is from Reaction yield outcomes from USPTO patents with 853,638 reactions. The task is: Predict the reaction yield, written as a fraction of the theoretical maximum amount of product (1.0 means a 100% yield; for example, 0.34 means a 34% yield). (1) The reactants are C([Li])CCC.[CH2:6]([C:8]1[CH:13]=[CH:12][CH:11]=[CH:10][N:9]=1)[CH3:7].[CH:14](=[O:21])[C:15]1[CH:20]=[CH:19][CH:18]=[CH:17][CH:16]=1. The catalyst is C1COCC1. The product is [C:15]1([CH:14]([OH:21])[CH:6]([C:8]2[CH:13]=[CH:12][CH:11]=[CH:10][N:9]=2)[CH3:7])[CH:20]=[CH:19][CH:18]=[CH:17][CH:16]=1. The yield is 0.910. (2) The reactants are C([O:8][C:9]1[C:10](=[O:32])[N:11]([CH2:15][C:16](=[O:31])[N:17]([C:25]2[CH:30]=[CH:29][CH:28]=[CH:27][CH:26]=2)[CH2:18][C:19]2[CH:24]=[CH:23][CH:22]=[CH:21][CH:20]=2)[CH:12]=[CH:13][CH:14]=1)C1C=CC=CC=1.[H][H]. The catalyst is CCO.[Pd]. The product is [OH:8][C:9]1[C:10](=[O:32])[N:11]([CH2:15][C:16](=[O:31])[N:17]([C:25]2[CH:26]=[CH:27][CH:28]=[CH:29][CH:30]=2)[CH2:18][C:19]2[CH:24]=[CH:23][CH:22]=[CH:21][CH:20]=2)[CH:12]=[CH:13][CH:14]=1. The yield is 0.220.